The task is: Predict the reaction yield, written as a fraction of the theoretical maximum amount of product (1.0 means a 100% yield; for example, 0.34 means a 34% yield).. This data is from Reaction yield outcomes from USPTO patents with 853,638 reactions. (1) The reactants are Br[C:2]1[CH:3]=[C:4]([F:9])[CH:5]=[C:6]([Br:8])[CH:7]=1.C([Li])CCC.CN([CH:18]=[O:19])C. The catalyst is C(OCC)C. The product is [F:9][C:4]1[CH:3]=[C:2]([CH:7]=[C:6]([Br:8])[CH:5]=1)[CH:18]=[O:19]. The yield is 1.00. (2) The reactants are [C:1]1([Mg]Br)[CH:6]=[CH:5][CH:4]=[CH:3][CH:2]=1.[CH:9](=[O:13])/[CH:10]=[CH:11]/[CH3:12].[Cl-].[NH4+]. The catalyst is O1CCCC1.CCOCC. The product is [C:1]1([CH:9]([OH:13])[CH:10]=[CH:11][CH3:12])[CH:6]=[CH:5][CH:4]=[CH:3][CH:2]=1. The yield is 0.999.